From a dataset of Catalyst prediction with 721,799 reactions and 888 catalyst types from USPTO. Predict which catalyst facilitates the given reaction. (1) Reactant: C1(C)C=CC(S([CH2:10][N+:11]#[C-:12])(=O)=O)=CC=1.CO.C[O-].[Na+].[CH:19]1[C:28]2[C:23](=[CH:24][C:25]([CH:29]=[O:30])=[CH:26][CH:27]=2)[CH:22]=[CH:21][N:20]=1. Product: [O:30]1[C:29]([C:25]2[CH:24]=[C:23]3[C:28](=[CH:27][CH:26]=2)[CH:19]=[N:20][CH:21]=[CH:22]3)=[CH:12][N:11]=[CH:10]1. The catalyst class is: 6. (2) Reactant: [OH:1][CH2:2][CH2:3][C:4]1[C:13]([CH3:14])=[CH:12][C:7]2[C:8](=[O:11])[O:9][CH2:10][C:6]=2[CH:5]=1.[CH3:15][S:16](Cl)(=[O:18])=[O:17]. Product: [CH3:15][S:16]([O:1][CH2:2][CH2:3][C:4]1[C:13]([CH3:14])=[CH:12][C:7]2[C:8](=[O:11])[O:9][CH2:10][C:6]=2[CH:5]=1)(=[O:18])=[O:17]. The catalyst class is: 2. (3) Reactant: [NH2:1][C:2]1[CH:7]=[CH:6][CH:5]=[CH:4][C:3]=1[C:8]1[NH:9][C:10](=[O:26])[N:11]([CH:13]2[CH2:18][CH2:17][N:16]([CH2:19][C:20]3[CH:25]=[CH:24][CH:23]=[CH:22][CH:21]=3)[CH2:15][CH2:14]2)[CH:12]=1.[CH2:27]=O. Product: [C:20]1([CH2:19][N:16]2[CH2:17][CH2:18][CH:13]([N:11]3[C:12]4[CH:27]=[N:1][C:2]5[CH:7]=[CH:6][CH:5]=[CH:4][C:3]=5[C:8]=4[NH:9][C:10]3=[O:26])[CH2:14][CH2:15]2)[CH:25]=[CH:24][CH:23]=[CH:22][CH:21]=1. The catalyst class is: 22. (4) The catalyst class is: 56. Product: [N:5]1[S:9][N:8]=[C:7]2[CH:10]=[C:11]([CH2:14][CH2:15][OH:16])[CH:12]=[CH:13][C:6]=12. Reactant: CSC.B.[N:5]1[S:9][N:8]=[C:7]2[CH:10]=[C:11]([CH2:14][C:15](O)=[O:16])[CH:12]=[CH:13][C:6]=12.CO. (5) Reactant: [OH:1][C:2]1[CH:9]=[C:8]([OH:10])[CH:7]=[CH:6][C:3]=1[CH:4]=[O:5].C(=O)([O-])[O-].[K+].[K+].[CH3:17][O:18][CH2:19]Cl. Product: [OH:1][C:2]1[CH:9]=[C:8]([O:10][CH2:17][O:18][CH3:19])[CH:7]=[CH:6][C:3]=1[CH:4]=[O:5]. The catalyst class is: 21. (6) The catalyst class is: 3. Reactant: Br[C:2]1[CH:11]=[C:10]([Br:12])[C:9]2[C:4](=[CH:5][CH:6]=[C:7]([N+:13]([O-:15])=[O:14])[CH:8]=2)[N:3]=1.[N:16]1(C=O)[CH2:21][CH2:20][NH:19][CH2:18][CH2:17]1.O. Product: [Br:12][C:10]1[C:9]2[C:4](=[CH:5][CH:6]=[C:7]([N+:13]([O-:15])=[O:14])[CH:8]=2)[N:3]=[C:2]([N:16]2[CH2:21][CH2:20][NH:19][CH2:18][CH2:17]2)[CH:11]=1.